This data is from Reaction yield outcomes from USPTO patents with 853,638 reactions. The task is: Predict the reaction yield, written as a fraction of the theoretical maximum amount of product (1.0 means a 100% yield; for example, 0.34 means a 34% yield). The reactants are [F:1][C:2]1[CH:7]=[CH:6][C:5]([C:8]([F:11])([F:10])[F:9])=[CH:4][C:3]=1[N:12]=[C:13]=[O:14].[NH2:15][C:16]1[CH:34]=[CH:33][C:19]([O:20][C:21]2[C:30]3[N:29]=[C:28]([CH3:31])[C:27](=[O:32])[NH:26][C:25]=3[N:24]=[CH:23][CH:22]=2)=[CH:18][C:17]=1[F:35]. No catalyst specified. The product is [F:35][C:17]1[CH:18]=[C:19]([O:20][C:21]2[C:30]3[N:29]=[C:28]([CH3:31])[C:27](=[O:32])[NH:26][C:25]=3[N:24]=[CH:23][CH:22]=2)[CH:33]=[CH:34][C:16]=1[NH:15][C:13]([NH:12][C:3]1[CH:4]=[C:5]([C:8]([F:11])([F:10])[F:9])[CH:6]=[CH:7][C:2]=1[F:1])=[O:14]. The yield is 0.810.